From a dataset of Forward reaction prediction with 1.9M reactions from USPTO patents (1976-2016). Predict the product of the given reaction. (1) Given the reactants [O:1]1[C:5]2([CH2:10][CH2:9][CH2:8][CH2:7][CH:6]2[C:11]([OH:13])=O)[O:4][CH2:3][CH2:2]1.[NH2:14][C:15]1[CH:16]=[C:17]([CH:20]=[CH:21][CH:22]=1)[CH2:18][OH:19].Cl.CN(C)CCCN=C=NCC.O, predict the reaction product. The product is: [OH:19][CH2:18][C:17]1[CH:16]=[C:15]([NH:14][C:11]([CH:6]2[CH2:7][CH2:8][CH2:9][CH2:10][C:5]32[O:1][CH2:2][CH2:3][O:4]3)=[O:13])[CH:22]=[CH:21][CH:20]=1. (2) The product is: [Cl:1][C:2]1[CH:3]=[C:4]([C:9]2[N:13]([C:14]3[CH:19]=[CH:18][CH:17]=[C:16]([Cl:23])[N:15]=3)[N:12]=[C:11]([C:20]([OH:22])=[O:21])[CH:10]=2)[CH:5]=[C:6]([F:8])[CH:7]=1. Given the reactants [Cl:1][C:2]1[CH:3]=[C:4]([C:9]2[N:13]([C:14]3[CH:19]=[CH:18][CH:17]=[CH:16][N:15]=3)[N:12]=[C:11]([C:20]([OH:22])=[O:21])[CH:10]=2)[CH:5]=[C:6]([F:8])[CH:7]=1.[Cl:23]C1N=C(NN)C=CC=1, predict the reaction product. (3) Given the reactants [NH2:1][C:2]1[CH:7]=[CH:6][C:5]([CH2:8][N:9]([C:24]2[CH:29]=[CH:28][C:27]([CH:30]([CH3:32])[CH3:31])=[CH:26][CH:25]=2)[C:10]([CH:12]2[C:21]3[C:16](=[CH:17][CH:18]=[C:19]([O:22][CH3:23])[CH:20]=3)[CH2:15][CH2:14][CH2:13]2)=[O:11])=[CH:4][CH:3]=1.[CH2:33](Br)[CH2:34][CH2:35][CH2:36][CH3:37], predict the reaction product. The product is: [CH:30]([C:27]1[CH:26]=[CH:25][C:24]([N:9]([CH2:8][C:5]2[CH:6]=[CH:7][C:2]([NH:1][CH2:33][CH2:34][CH2:35][CH2:36][CH3:37])=[CH:3][CH:4]=2)[C:10]([CH:12]2[C:21]3[C:16](=[CH:17][CH:18]=[C:19]([O:22][CH3:23])[CH:20]=3)[CH2:15][CH2:14][CH2:13]2)=[O:11])=[CH:29][CH:28]=1)([CH3:32])[CH3:31]. (4) Given the reactants Br[C:2]1[CH:7]=[CH:6][N:5]2[N:8]=[C:9]([C:11]3[CH:16]=[CH:15][CH:14]=[C:13]([F:17])[N:12]=3)[N:10]=[C:4]2[CH:3]=1.[C:18](=[O:25])([O:20][C:21]([CH3:24])([CH3:23])[CH3:22])[NH2:19], predict the reaction product. The product is: [C:21]([O:20][C:18](=[O:25])[NH:19][C:2]1[CH:7]=[CH:6][N:5]2[N:8]=[C:9]([C:11]3[CH:16]=[CH:15][CH:14]=[C:13]([F:17])[N:12]=3)[N:10]=[C:4]2[CH:3]=1)([CH3:24])([CH3:23])[CH3:22]. (5) Given the reactants [CH:1]([NH2:4])([CH3:3])[CH3:2].Cl[C:6]1[C:7]2[C:8](=[CH:14][N:15]([CH2:17][C:18]3[C:27]4[C:22](=[CH:23][CH:24]=[CH:25][CH:26]=4)[CH:21]=[CH:20][CH:19]=3)[CH:16]=2)[C:9](=[O:13])[N:10]([CH3:12])[N:11]=1, predict the reaction product. The product is: [CH3:12][N:10]1[C:9](=[O:13])[C:8]2=[CH:14][N:15]([CH2:17][C:18]3[C:27]4[C:22](=[CH:23][CH:24]=[CH:25][CH:26]=4)[CH:21]=[CH:20][CH:19]=3)[CH:16]=[C:7]2[C:6]([NH:4][CH:1]([CH3:3])[CH3:2])=[N:11]1. (6) Given the reactants [N+:1]([O-:4])([OH:3])=[O:2].S(=O)(=O)(O)O.[Br:10][CH2:11][CH2:12][CH2:13][CH2:14]O.O, predict the reaction product. The product is: [N+:1]([O-:4])([O:3][CH2:14][CH2:13][CH2:12][CH2:11][Br:10])=[O:2].